This data is from NCI-60 drug combinations with 297,098 pairs across 59 cell lines. The task is: Regression. Given two drug SMILES strings and cell line genomic features, predict the synergy score measuring deviation from expected non-interaction effect. (1) Drug 1: C1=CC(=C2C(=C1NCCNCCO)C(=O)C3=C(C=CC(=C3C2=O)O)O)NCCNCCO. Drug 2: CC1C(C(=O)NC(C(=O)N2CCCC2C(=O)N(CC(=O)N(C(C(=O)O1)C(C)C)C)C)C(C)C)NC(=O)C3=C4C(=C(C=C3)C)OC5=C(C(=O)C(=C(C5=N4)C(=O)NC6C(OC(=O)C(N(C(=O)CN(C(=O)C7CCCN7C(=O)C(NC6=O)C(C)C)C)C)C(C)C)C)N)C. Cell line: HCT116. Synergy scores: CSS=50.2, Synergy_ZIP=11.6, Synergy_Bliss=12.0, Synergy_Loewe=9.74, Synergy_HSA=11.6. (2) Drug 1: C1CN(CCN1C(=O)CCBr)C(=O)CCBr. Drug 2: CC1C(C(CC(O1)OC2CC(CC3=C2C(=C4C(=C3O)C(=O)C5=CC=CC=C5C4=O)O)(C(=O)C)O)N)O. Cell line: COLO 205. Synergy scores: CSS=54.0, Synergy_ZIP=-1.67, Synergy_Bliss=-1.51, Synergy_Loewe=-36.7, Synergy_HSA=-0.278. (3) Drug 1: CCC1(CC2CC(C3=C(CCN(C2)C1)C4=CC=CC=C4N3)(C5=C(C=C6C(=C5)C78CCN9C7C(C=CC9)(C(C(C8N6C)(C(=O)OC)O)OC(=O)C)CC)OC)C(=O)OC)O.OS(=O)(=O)O. Cell line: MOLT-4. Synergy scores: CSS=45.9, Synergy_ZIP=1.93, Synergy_Bliss=-0.574, Synergy_Loewe=-5.97, Synergy_HSA=-5.16. Drug 2: C1CCC(C(C1)N)N.C(=O)(C(=O)[O-])[O-].[Pt+4]. (4) Drug 1: CCCS(=O)(=O)NC1=C(C(=C(C=C1)F)C(=O)C2=CNC3=C2C=C(C=N3)C4=CC=C(C=C4)Cl)F. Drug 2: C1=CC(=CC=C1CCC2=CNC3=C2C(=O)NC(=N3)N)C(=O)NC(CCC(=O)O)C(=O)O. Cell line: TK-10. Synergy scores: CSS=50.9, Synergy_ZIP=2.29, Synergy_Bliss=2.83, Synergy_Loewe=-7.10, Synergy_HSA=3.75.